Dataset: Catalyst prediction with 721,799 reactions and 888 catalyst types from USPTO. Task: Predict which catalyst facilitates the given reaction. (1) Reactant: COC1C=C(OC)C=CC=1C[N:6]1[CH2:14][CH2:13][C:9]2([CH2:12][O:11][CH2:10]2)[CH2:8][CH2:7]1. Product: [CH2:10]1[C:9]2([CH2:13][CH2:14][NH:6][CH2:7][CH2:8]2)[CH2:12][O:11]1. The catalyst class is: 105. (2) Reactant: C([N:3]([CH2:6][CH3:7])CC)C.[CH2:8]([O:14][C:15]1[CH:23]=[CH:22][C:18]([C:19](Cl)=[O:20])=[CH:17][CH:16]=1)[CH2:9][CH2:10][CH2:11][CH2:12][CH3:13]. Product: [CH2:8]([O:14][C:15]1[CH:23]=[CH:22][C:18]([C:19]([NH:3][CH2:6][CH:7]2[CH2:13][CH2:12][CH2:11][CH2:10][CH:9]2[CH3:8])=[O:20])=[CH:17][CH:16]=1)[CH2:9][CH2:10][CH2:11][CH2:12][CH3:13]. The catalyst class is: 1. (3) The catalyst class is: 9. Reactant: CN1CCOCC1.F[P-](F)(F)(F)(F)F.N1(OC(N(C)C)=[N+](C)C)C2C=CC=CC=2N=N1.O.ON1C2C=CC=CC=2N=N1.[CH2:43]([N:46]1[CH2:51][CH2:50][N:49]([C:52]2[CH:60]=[CH:59][C:55]([C:56]([OH:58])=O)=[CH:54][CH:53]=2)[CH2:48][CH2:47]1)[CH2:44][CH3:45].Cl.[NH2:62][C@@H:63]([CH2:75][CH:76]([CH3:78])[CH3:77])[C:64]([N:66]1[CH2:70][CH2:69][C@H:68]2[O:71][CH2:72][C@H:73]([OH:74])[C@@H:67]12)=[O:65]. Product: [OH:74][C@@H:73]1[C@H:67]2[N:66]([C:64](=[O:65])[C@@H:63]([NH:62][C:56](=[O:58])[C:55]3[CH:54]=[CH:53][C:52]([N:49]4[CH2:48][CH2:47][N:46]([CH2:43][CH2:44][CH3:45])[CH2:51][CH2:50]4)=[CH:60][CH:59]=3)[CH2:75][CH:76]([CH3:78])[CH3:77])[CH2:70][CH2:69][C@H:68]2[O:71][CH2:72]1. (4) Reactant: Br[C:2]1[CH:3]=[N:4][CH:5]=[C:6]([O:8][CH3:9])[CH:7]=1.C([Li])CCC.CN([CH:18]=[O:19])C.[Na+].[Cl-]. Product: [CH:18]([C:2]1[CH:3]=[N:4][CH:5]=[C:6]([O:8][CH3:9])[CH:7]=1)=[O:19]. The catalyst class is: 27. (5) Reactant: C[O:2][C:3](=[O:37])[CH2:4][O:5][C:6]1[CH:15]=[CH:14][C:13]([F:16])=[C:12]2[C:7]=1[C:8]([O:33][CH:34]([F:36])[F:35])=[C:9]([CH2:19][C:20]1[CH:25]=[CH:24][C:23]([C:26]([N:28]3[CH2:32][CH2:31][CH2:30][CH2:29]3)=[O:27])=[CH:22][CH:21]=1)[C:10]([CH2:17][CH3:18])=[N:11]2.[OH-].[Li+]. Product: [F:36][CH:34]([F:35])[O:33][C:8]1[C:7]2[C:12](=[C:13]([F:16])[CH:14]=[CH:15][C:6]=2[O:5][CH2:4][C:3]([OH:37])=[O:2])[N:11]=[C:10]([CH2:17][CH3:18])[C:9]=1[CH2:19][C:20]1[CH:25]=[CH:24][C:23]([C:26]([N:28]2[CH2:29][CH2:30][CH2:31][CH2:32]2)=[O:27])=[CH:22][CH:21]=1. The catalyst class is: 7. (6) Reactant: [F-].C([N+](CCCC)(CCCC)CCCC)CCC.[C:19]([O:23][C:24](=[O:51])[N:25]([C@H:34]([C:36]1[CH:41]=[CH:40][CH:39]=[C:38]([C:42](C)(C)[O:43][SiH2]C(C)(C)C)[N:37]=1)[CH3:35])[CH2:26][CH2:27][C:28]1[CH:33]=[CH:32][CH:31]=[CH:30][CH:29]=1)([CH3:22])([CH3:21])[CH3:20]. The catalyst class is: 1. Product: [C:19]([O:23][C:24](=[O:51])[N:25]([C@H:34]([C:36]1[CH:41]=[CH:40][CH:39]=[C:38]([CH2:42][OH:43])[N:37]=1)[CH3:35])[CH2:26][CH2:27][C:28]1[CH:33]=[CH:32][CH:31]=[CH:30][CH:29]=1)([CH3:20])([CH3:21])[CH3:22]. (7) Reactant: [F:1][C:2]([F:15])([F:14])[S:3]([O:6]S(C(F)(F)F)(=O)=O)(=[O:5])=[O:4].[CH3:16][O:17][C:18]([C:20]1[C:29]2[C:24](=[CH:25][CH:26]=[C:27]([O:30][CH3:31])[CH:28]=2)[N:23]=[CH:22][C:21]=1O)=[O:19].C(N(CC)CC)C.C(OCC)(=O)C. Product: [CH3:16][O:17][C:18]([C:20]1[C:29]2[C:24](=[CH:25][CH:26]=[C:27]([O:30][CH3:31])[CH:28]=2)[N:23]=[CH:22][C:21]=1[O:6][S:3]([C:2]([F:15])([F:14])[F:1])(=[O:5])=[O:4])=[O:19]. The catalyst class is: 4. (8) The catalyst class is: 1. Reactant: [Si:1]([O:8][CH2:9][C:10]1[CH:11]=[C:12]2[C:17](=[N:18][C:19]=1[CH:20]([O:23][CH3:24])[O:21][CH3:22])[N:16]([C:25](OC1C=CC=CC=1)=[O:26])[CH2:15][CH2:14][CH2:13]2)([C:4]([CH3:7])([CH3:6])[CH3:5])([CH3:3])[CH3:2].[NH2:34][C:35]1[CH:42]=[C:41]([O:43][CH:44]([CH3:46])[CH3:45])[C:38]([C:39]#[N:40])=[CH:37][N:36]=1.[Li+].C[Si]([N-][Si](C)(C)C)(C)C. Product: [Si:1]([O:8][CH2:9][C:10]1[CH:11]=[C:12]2[C:17](=[N:18][C:19]=1[CH:20]([O:21][CH3:22])[O:23][CH3:24])[N:16]([C:25]([NH:34][C:35]1[CH:42]=[C:41]([O:43][CH:44]([CH3:46])[CH3:45])[C:38]([C:39]#[N:40])=[CH:37][N:36]=1)=[O:26])[CH2:15][CH2:14][CH2:13]2)([C:4]([CH3:5])([CH3:6])[CH3:7])([CH3:3])[CH3:2].